This data is from TCR-epitope binding with 47,182 pairs between 192 epitopes and 23,139 TCRs. The task is: Binary Classification. Given a T-cell receptor sequence (or CDR3 region) and an epitope sequence, predict whether binding occurs between them. The epitope is HTTDPSFLGRY. The TCR CDR3 sequence is CASSSLAEGVDTQYF. Result: 1 (the TCR binds to the epitope).